This data is from Reaction yield outcomes from USPTO patents with 853,638 reactions. The task is: Predict the reaction yield, written as a fraction of the theoretical maximum amount of product (1.0 means a 100% yield; for example, 0.34 means a 34% yield). (1) The reactants are [C:1]([C:4]1[S:8][C:7]([NH:9][C:10]([C:12]2[CH:17]=[CH:16][N:15]=[CH:14][CH:13]=2)=[O:11])=[N:6][C:5]=1[C:18]1[O:19][CH:20]=[CH:21][CH:22]=1)([OH:3])=O.[NH:23]1[CH2:28][CH2:27][O:26][CH2:25][CH2:24]1.CCN=C=NCCCN(C)C.Cl.O.ON1C2C=CC=CC=2N=N1.C(N(CC)CC)C. The catalyst is CN(C=O)C.O. The product is [O:19]1[CH:20]=[CH:21][CH:22]=[C:18]1[C:5]1[N:6]=[C:7]([NH:9][C:10]([C:12]2[CH:17]=[CH:16][N:15]=[CH:14][CH:13]=2)=[O:11])[S:8][C:4]=1[C:1]([N:23]1[CH2:28][CH2:27][O:26][CH2:25][CH2:24]1)=[O:3]. The yield is 0.340. (2) The product is [Cl:6][C:7]1[CH:8]=[C:9]([CH:23]=[CH:24][C:25]=1[Cl:26])[CH2:10][N:11]1[C:19]2[C:14](=[CH:15][CH:16]=[CH:17][CH:18]=2)[CH:13]=[C:12]1[C:20]#[N:27]. No catalyst specified. The yield is 0.270. The reactants are CS(Cl)(=O)=O.[Cl:6][C:7]1[CH:8]=[C:9]([CH:23]=[CH:24][C:25]=1[Cl:26])[CH2:10][N:11]1[C:19]2[C:14](=[CH:15][CH:16]=[CH:17][CH:18]=2)[CH:13]=[C:12]1[C:20](O)=O.[N:27]1C=CC=CC=1. (3) The reactants are [Br:1][C:2]1[CH:3]=[CH:4][C:5]([O:10][CH3:11])=[C:6]([CH:9]=1)C=O.ClC1C=C(C=CC=1)C(OO)=[O:17]. The catalyst is C(Cl)Cl. The product is [Br:1][C:2]1[CH:3]=[CH:4][C:5]([O:10][CH3:11])=[C:6]([OH:17])[CH:9]=1. The yield is 0.370. (4) The reactants are FC1C=CC=C(F)C=1C1NC2CCN([C:18]3[N:19]([CH2:27][CH3:28])[N:20]=[C:21]([C:23]([F:26])([F:25])[F:24])[CH:22]=3)CC=2C=1.P(Br)(Br)([Br:31])=O. The catalyst is C([O-])(O)=O.[Na+]. The product is [Br:31][C:18]1[N:19]([CH2:27][CH3:28])[N:20]=[C:21]([C:23]([F:26])([F:25])[F:24])[CH:22]=1. The yield is 0.290. (5) The reactants are C([Mg]CCCC)CCC.[CH3:10][Si:11](Cl)([CH3:13])[CH3:12].CC1N(C(N(C)C)=O)C1.[CH2:24]([O:26][C:27]([CH:29]1[CH2:34][CH2:33][C:32](=[O:35])[CH2:31][CH2:30]1)=[O:28])[CH3:25].C(=O)([O-])O.[Na+]. The catalyst is C1COCC1.CCCCCCC.CCCCCC.O. The product is [CH2:24]([O:26][C:27]([C@@H:29]1[CH2:34][CH2:33][C:32]([O:35][Si:11]([CH3:13])([CH3:12])[CH3:10])=[CH:31][CH2:30]1)=[O:28])[CH3:25]. The yield is 0.800. (6) The reactants are [CH3:1][C:2]1[CH:3]=[C:4]([CH:8]=[CH:9][C:10]=1[C:11]([N:13]1[CH2:17][CH2:16][CH2:15][CH2:14]1)=[O:12])[C:5]([OH:7])=O.CN(C(ON1N=NC2C=CC=CC1=2)=[N+](C)C)C.[B-](F)(F)(F)F.C(N(C(C)C)CC)(C)C.[Cl:49][C:50]1[CH:51]=[CH:52][C:53]2[N:57]=[C:56]([CH:58]([NH2:60])[CH3:59])[N:55]([CH3:61])[C:54]=2[CH:62]=1.ClCl. The catalyst is CN(C)C=O.ClCCl.C(O)C. The product is [Cl:49][C:50]1[CH:51]=[CH:52][C:53]2[N:57]=[C:56]([CH:58]([NH:60][C:5](=[O:7])[C:4]3[CH:8]=[CH:9][C:10]([C:11]([N:13]4[CH2:17][CH2:16][CH2:15][CH2:14]4)=[O:12])=[C:2]([CH3:1])[CH:3]=3)[CH3:59])[N:55]([CH3:61])[C:54]=2[CH:62]=1. The yield is 0.690. (7) The reactants are C([N:8]1[CH2:12][CH:11]([C:13]2[CH:18]=[CH:17][C:16]([Cl:19])=[C:15]([Cl:20])[CH:14]=2)[CH:10]([CH:21]([O:23][C:24]2[CH:29]=[CH:28][C:27]([C:30]([F:33])([F:32])[F:31])=[CH:26][N:25]=2)[CH3:22])[CH2:9]1)C1C=CC=CC=1.ClC(OC(Cl)C)=O.CCN(C(C)C)C(C)C. The catalyst is C1(C)C=CC=CC=1. The product is [Cl:20][C:15]1[CH:14]=[C:13]([CH:11]2[CH2:12][NH:8][CH2:9][CH:10]2[CH:21]([O:23][C:24]2[CH:29]=[CH:28][C:27]([C:30]([F:33])([F:31])[F:32])=[CH:26][N:25]=2)[CH3:22])[CH:18]=[CH:17][C:16]=1[Cl:19]. The yield is 0.870.